Task: Predict which catalyst facilitates the given reaction.. Dataset: Catalyst prediction with 721,799 reactions and 888 catalyst types from USPTO (1) Product: [Cl:1][C:2]1[N:3]=[CH:4][NH:5][C:6]=1[C:7]([NH:9][CH2:10][C:11]1[CH:16]=[CH:15][C:14]([Cl:17])=[C:13]([O:18][C:19]2[CH:24]=[C:23]([C:25]([F:26])([F:27])[F:28])[CH:22]=[C:21]([C:29]#[N:30])[CH:20]=2)[C:12]=1[F:31])=[O:8]. The catalyst class is: 2. Reactant: [Cl:1][C:2]1[N:3]=[CH:4][N:5](COCC[Si](C)(C)C)[C:6]=1[C:7]([NH:9][CH2:10][C:11]1[CH:16]=[CH:15][C:14]([Cl:17])=[C:13]([O:18][C:19]2[CH:24]=[C:23]([C:25]([F:28])([F:27])[F:26])[CH:22]=[C:21]([C:29]#[N:30])[CH:20]=2)[C:12]=1[F:31])=[O:8].C(O)(C(F)(F)F)=O. (2) Reactant: [O:1]1[CH:5]=[N:4][N:3]=[C:2]1[C:6]1[N:7]=[C:8]2[CH:17]=[CH:16][C:15]3[C:14]([C:18]([F:21])([F:20])[F:19])=[CH:13][C:12]([OH:22])=[N:11][C:10]=3[N:9]2[CH:23]=1.Cl[C:25]([F:30])([F:29])C([O-])=O.[Na+].C([O-])([O-])=O.[Cs+].[Cs+]. Product: [F:29][CH:25]([F:30])[O:22][C:12]1[CH:13]=[C:14]([C:18]([F:19])([F:21])[F:20])[C:15]2[CH:16]=[CH:17][C:8]3[N:9]([CH:23]=[C:6]([C:2]4[O:1][CH:5]=[N:4][N:3]=4)[N:7]=3)[C:10]=2[N:11]=1. The catalyst class is: 9. (3) Reactant: [Al+3].[Cl-].[Cl-].[Cl-].[CH3:5][C:6]1([CH3:20])[C:10]2[CH:11]=[C:12]([C:15](=[O:19])[CH:16]([CH3:18])[CH3:17])[CH:13]=[CH:14][C:9]=2[O:8][CH2:7]1.[Br:21]Br.Cl. Product: [Br:21][C:14]1[C:9]2[O:8][CH2:7][C:6]([CH3:5])([CH3:20])[C:10]=2[CH:11]=[C:12]([C:15](=[O:19])[CH:16]([CH3:17])[CH3:18])[CH:13]=1. The catalyst class is: 4. (4) Reactant: [F:1][C:2]1[C:7]2[N:8]([CH2:21][C:22]([O:24]CC)=[O:23])[C:9](=[N:11][C:12](=[O:20])[C:13]3[CH:18]=[CH:17][C:16]([CH3:19])=[CH:15][CH:14]=3)[S:10][C:6]=2[CH:5]=[C:4]([F:27])[CH:3]=1.[OH-].[Na+]. Product: [F:1][C:2]1[C:7]2[N:8]([CH2:21][C:22]([OH:24])=[O:23])[C:9](=[N:11][C:12](=[O:20])[C:13]3[CH:14]=[CH:15][C:16]([CH3:19])=[CH:17][CH:18]=3)[S:10][C:6]=2[CH:5]=[C:4]([F:27])[CH:3]=1. The catalyst class is: 5. (5) The catalyst class is: 13. Product: [F:21][C:17]1[CH:16]=[C:15]([C:7]2[C:8]([C:9]3[CH:14]=[CH:13][N:12]=[CH:11][CH:10]=3)=[C:3]([O:24][CH3:23])[N:4]=[C:5]([NH2:22])[N:6]=2)[CH:20]=[CH:19][CH:18]=1. Reactant: [Na].Cl[C:3]1[C:8]([C:9]2[CH:14]=[CH:13][N:12]=[CH:11][CH:10]=2)=[C:7]([C:15]2[CH:20]=[CH:19][CH:18]=[C:17]([F:21])[CH:16]=2)[N:6]=[C:5]([NH2:22])[N:4]=1.[CH3:23][OH:24]. (6) Reactant: [OH:1][CH2:2][C@H:3]1[CH2:8][CH2:7][CH2:6][CH2:5][NH:4]1.S(C1C=CC(C)=CC=1)(O[CH2:13][CH2:14][C:15]1[CH:20]=[CH:19][C:18]([Cl:21])=[CH:17][CH:16]=1)(=O)=O.C(=O)([O-])[O-].[Na+].[Na+].[I-].[Na+]. Product: [Cl:21][C:18]1[CH:19]=[CH:20][C:15]([CH2:14][CH2:13][N:4]2[CH2:5][CH2:6][CH2:7][CH2:8][C@@H:3]2[CH2:2][OH:1])=[CH:16][CH:17]=1. The catalyst class is: 10.